From a dataset of Peptide-MHC class II binding affinity with 134,281 pairs from IEDB. Regression. Given a peptide amino acid sequence and an MHC pseudo amino acid sequence, predict their binding affinity value. This is MHC class II binding data. (1) The peptide sequence is PSMGRDIKVQFQSGG. The MHC is HLA-DQA10301-DQB10301 with pseudo-sequence HLA-DQA10301-DQB10301. The binding affinity (normalized) is 0.114. (2) The peptide sequence is DGPIRRNPAGNVARP. The MHC is DRB5_0101 with pseudo-sequence DRB5_0101. The binding affinity (normalized) is 0.0802. (3) The peptide sequence is IRYPLTFGWCFKLVPVDPREVEEA. The MHC is DRB1_0401 with pseudo-sequence DRB1_0401. The binding affinity (normalized) is 0.388. (4) The peptide sequence is IEKKIAKMEKASY. The MHC is DRB1_0405 with pseudo-sequence DRB1_0405. The binding affinity (normalized) is 0.